This data is from Full USPTO retrosynthesis dataset with 1.9M reactions from patents (1976-2016). The task is: Predict the reactants needed to synthesize the given product. (1) The reactants are: [OH:1][C:2]1[CH:3]=[C:4]([CH2:10][OH:11])[CH:5]=[C:6]([CH2:8][OH:9])[CH:7]=1.C(=O)([O-])[O-].[Na+].[Na+].[I-].[Na+].Br[CH2:21][CH2:22][O:23][C:24]1[CH:29]=[CH:28][C:27]([C:30](=[O:32])[CH3:31])=[CH:26][CH:25]=1. Given the product [OH:9][CH2:8][C:6]1[CH:7]=[C:2]([CH:3]=[C:4]([CH2:10][OH:11])[CH:5]=1)[O:1][CH2:21][CH2:22][O:23][C:24]1[CH:29]=[CH:28][C:27]([C:30](=[O:32])[CH3:31])=[CH:26][CH:25]=1, predict the reactants needed to synthesize it. (2) Given the product [F:22][C@@H:11]1[CH2:10][C@H:9]2[C@@:8]3([CH:23]=[CH2:24])[C@H:17]([CH2:16][CH2:15][C@:13]2([CH3:14])[C@H:12]1[OH:21])[C:18]1[CH:19]=[CH:20][C:3]([OH:2])=[CH:4][C:5]=1[CH2:6][CH2:7]3, predict the reactants needed to synthesize it. The reactants are: C[O:2][C:3]1[CH:20]=[CH:19][C:18]2[C@@H:17]3[C@:8]([CH:23]=[CH2:24])([C@H:9]4[C@@:13]([CH2:15][CH2:16]3)([CH3:14])[C@@H:12]([OH:21])[C@H:11]([F:22])[CH2:10]4)[CH2:7][CH2:6][C:5]=2[CH:4]=1. (3) Given the product [F:18][C:15]1[CH:16]=[CH:17][C:12]([C:5]2[C:6]3[C:11](=[CH:10][CH:9]=[CH:8][CH:7]=3)[C:2]([N:22]3[CH2:23][CH2:24][NH:19][C@@H:20]([CH2:25][OH:26])[CH2:21]3)=[N:3][N:4]=2)=[CH:13][CH:14]=1, predict the reactants needed to synthesize it. The reactants are: Cl[C:2]1[C:11]2[C:6](=[CH:7][CH:8]=[CH:9][CH:10]=2)[C:5]([C:12]2[CH:17]=[CH:16][C:15]([F:18])=[CH:14][CH:13]=2)=[N:4][N:3]=1.[NH:19]1[CH2:24][CH2:23][NH:22][CH2:21][C@@H:20]1[CH2:25][OH:26].C(N(C(C)C)CC)(C)C. (4) Given the product [CH2:24]([O:26][C:27]([N:29]1[CH2:4][CH2:5][N:1]([CH2:6][CH2:7][CH2:8][O:9][C:10]2[CH:15]=[CH:14][C:13]([C:16]3([C:22]#[N:23])[CH2:21][CH2:20][O:19][CH2:18][CH2:17]3)=[CH:12][CH:11]=2)[CH2:2][CH2:3]1)=[O:28])[CH3:25], predict the reactants needed to synthesize it. The reactants are: [N:1]1([CH2:6][CH2:7][CH2:8][O:9][C:10]2[CH:15]=[CH:14][C:13]([C:16]3([C:22]#[N:23])[CH2:21][CH2:20][O:19][CH2:18][CH2:17]3)=[CH:12][CH:11]=2)[CH2:5][CH2:4][CH2:3][CH2:2]1.[CH2:24]([O:26][C:27]([N:29]1CCN(CCCCl)CC1)=[O:28])[CH3:25].C([O-])([O-])=O.[K+].[K+]. (5) Given the product [Cl:1][C:2]1[C:3]([CH2:12][NH:13][C:37]([C:33]2[N:34]([CH3:36])[CH:35]=[C:31]([NH:30][C:28]([C:23]3[C:22]([C:19]4[CH:18]=[CH:17][C:16]([C:15]([F:41])([F:14])[F:40])=[CH:21][CH:20]=4)=[CH:27][CH:26]=[CH:25][CH:24]=3)=[O:29])[CH:32]=2)=[O:38])=[N:4][CH:5]=[C:6]([C:8]([F:11])([F:9])[F:10])[CH:7]=1, predict the reactants needed to synthesize it. The reactants are: [Cl:1][C:2]1[C:3]([CH2:12][NH2:13])=[N:4][CH:5]=[C:6]([C:8]([F:11])([F:10])[F:9])[CH:7]=1.[F:14][C:15]([F:41])([F:40])[C:16]1[CH:21]=[CH:20][C:19]([C:22]2[C:23]([C:28]([NH:30][C:31]3[CH:32]=[C:33]([C:37](O)=[O:38])[N:34]([CH3:36])[CH:35]=3)=[O:29])=[CH:24][CH:25]=[CH:26][CH:27]=2)=[CH:18][CH:17]=1.CN(C(ON1N=NC2C=CC=CC1=2)=[N+](C)C)C.[B-](F)(F)(F)F.C(N(C(C)C)C(C)C)C.ClCl. (6) Given the product [NH2:7][C@@H:8]([CH2:29][CH:30]([CH3:32])[CH3:31])[CH2:9][O:10][C:11]1[CH:12]=[CH:13][C:14]2[C:24]3[C:19](=[C:20]([NH:25][C:26](=[O:28])[CH3:27])[N:21]=[CH:22][CH:23]=3)[CH2:18][O:17][C:15]=2[CH:16]=1, predict the reactants needed to synthesize it. The reactants are: C(OC(=O)[NH:7][C@@H:8]([CH2:29][CH:30]([CH3:32])[CH3:31])[CH2:9][O:10][C:11]1[CH:12]=[CH:13][C:14]2[C:24]3[C:19](=[C:20]([NH:25][C:26](=[O:28])[CH3:27])[N:21]=[CH:22][CH:23]=3)[CH2:18][O:17][C:15]=2[CH:16]=1)(C)(C)C.C(O)(C(F)(F)F)=O.